Dataset: Forward reaction prediction with 1.9M reactions from USPTO patents (1976-2016). Task: Predict the product of the given reaction. Given the reactants [NH2:1][C:2]1[CH:7]=[N:6][C:5]([Br:8])=[CH:4][N:3]=1.[C:9](I)([F:12])([F:11])[F:10].OO, predict the reaction product. The product is: [Br:8][C:5]1[N:6]=[C:7]([C:9]([F:12])([F:11])[F:10])[C:2]([NH2:1])=[N:3][CH:4]=1.